Dataset: Reaction yield outcomes from USPTO patents with 853,638 reactions. Task: Predict the reaction yield, written as a fraction of the theoretical maximum amount of product (1.0 means a 100% yield; for example, 0.34 means a 34% yield). (1) The reactants are [S:1](Cl)([CH3:4])(=[O:3])=[O:2].[OH:6][C@H:7]1[CH2:15][C:14]2[C:9](=[CH:10][CH:11]=[CH:12][CH:13]=2)[C@@H:8]1[NH:16][C:17](=[O:23])[O:18][C:19]([CH3:22])([CH3:21])[CH3:20].C(N(CC)CC)C. The yield is 0.910. The product is [CH3:4][S:1]([O:6][C@H:7]1[CH2:15][C:14]2[C:9](=[CH:10][CH:11]=[CH:12][CH:13]=2)[C@@H:8]1[NH:16][C:17]([O:18][C:19]([CH3:22])([CH3:21])[CH3:20])=[O:23])(=[O:3])=[O:2]. The catalyst is C(Cl)Cl. (2) The reactants are [CH2:1]([O:8][C:9]1[CH:18]=[CH:17][C:12]2[C:13](=O)[CH2:14][O:15][C:11]=2[CH:10]=1)[C:2]1[CH:7]=[CH:6][CH:5]=[CH:4][CH:3]=1.[H-].[Na+].I[CH3:22].CN([CH:26]=[O:27])C. No catalyst specified. The product is [CH2:1]([O:8][C:9]1[CH:18]=[CH:17][C:12]2[C:26](=[O:27])[C:14]([CH3:13])([CH3:22])[O:15][C:11]=2[CH:10]=1)[C:2]1[CH:3]=[CH:4][CH:5]=[CH:6][CH:7]=1. The yield is 0.470. (3) The reactants are C[O:2][C:3](=[O:29])[CH2:4][C:5]1[CH:10]=[CH:9][C:8]([O:11][CH2:12][CH2:13][CH2:14][O:15][N:16]=[C:17]([C:19]2[CH:24]=[CH:23][C:22]([C:25]([CH3:28])([CH3:27])[CH3:26])=[CH:21][CH:20]=2)[CH3:18])=[CH:7][CH:6]=1.[OH-].[Na+]. The catalyst is O1CCCC1.C(O)C. The product is [C:25]([C:22]1[CH:21]=[CH:20][C:19]([C:17](=[N:16][O:15][CH2:14][CH2:13][CH2:12][O:11][C:8]2[CH:7]=[CH:6][C:5]([CH2:4][C:3]([OH:29])=[O:2])=[CH:10][CH:9]=2)[CH3:18])=[CH:24][CH:23]=1)([CH3:28])([CH3:26])[CH3:27]. The yield is 0.460. (4) The reactants are C([N:4]1[CH:8]=[CH:7][N:6]=[C:5]1[C:9]1[S:13][C:12]([C:14]2[CH:19]=[CH:18][N:17]=[C:16]([NH:20][C:21](=[O:23])[CH3:22])[CH:15]=2)=[CH:11][C:10]=1[C:24]1[CH:29]=[CH:28][C:27]([Cl:30])=[CH:26][C:25]=1[Cl:31])C=C.C(O)(=O)C.C1([SiH3])C=CC=CC=1. The catalyst is C(Cl)Cl.C1C=CC([P]([Pd]([P](C2C=CC=CC=2)(C2C=CC=CC=2)C2C=CC=CC=2)([P](C2C=CC=CC=2)(C2C=CC=CC=2)C2C=CC=CC=2)[P](C2C=CC=CC=2)(C2C=CC=CC=2)C2C=CC=CC=2)(C2C=CC=CC=2)C2C=CC=CC=2)=CC=1. The product is [Cl:31][C:25]1[CH:26]=[C:27]([Cl:30])[CH:28]=[CH:29][C:24]=1[C:10]1[CH:11]=[C:12]([C:14]2[CH:19]=[CH:18][N:17]=[C:16]([NH:20][C:21](=[O:23])[CH3:22])[CH:15]=2)[S:13][C:9]=1[C:5]1[NH:6][CH:7]=[CH:8][N:4]=1. The yield is 0.840. (5) The reactants are [F:1][C:2]1[CH:7]=[CH:6][C:5]([N:8]2[C:12]([CH3:13])=[CH:11][C:10]([C:14](O)=[O:15])=[C:9]2[CH3:17])=[C:4]([C:18]([F:21])([F:20])[F:19])[CH:3]=1.C1(C)C=CC=CC=1.S(Cl)([Cl:31])=O. The yield is 0.640. The catalyst is CN(C=O)C. The product is [F:1][C:2]1[CH:7]=[CH:6][C:5]([N:8]2[C:12]([CH3:13])=[CH:11][C:10]([C:14]([Cl:31])=[O:15])=[C:9]2[CH3:17])=[C:4]([C:18]([F:21])([F:20])[F:19])[CH:3]=1.